From a dataset of Full USPTO retrosynthesis dataset with 1.9M reactions from patents (1976-2016). Predict the reactants needed to synthesize the given product. (1) Given the product [I:1][CH2:4][C:5](=[CH2:20])[CH2:6][O:7][C:8]1[CH:17]=[CH:16][C:11]([C:12]([O:14][CH3:15])=[O:13])=[CH:10][C:9]=1[CH:18]=[O:19], predict the reactants needed to synthesize it. The reactants are: [I-:1].[Na+].Cl[CH2:4][C:5](=[CH2:20])[CH2:6][O:7][C:8]1[CH:17]=[CH:16][C:11]([C:12]([O:14][CH3:15])=[O:13])=[CH:10][C:9]=1[CH:18]=[O:19]. (2) The reactants are: CS([O:5][CH2:6][C:7]1[CH:12]=[C:11]([C:13]([O:15][CH2:16][CH3:17])=[CH2:14])[N:10]=[C:9]([Cl:18])[N:8]=1)(=O)=O.[F:19][C:20]1([F:26])[CH2:23][CH:22]([CH2:24]O)[CH2:21]1.[OH-].[Na+]. Given the product [Cl:18][C:9]1[N:8]=[C:7]([CH2:6][O:5][CH2:24][CH:22]2[CH2:23][C:20]([F:26])([F:19])[CH2:21]2)[CH:12]=[C:11]([C:13]([O:15][CH2:16][CH3:17])=[CH2:14])[N:10]=1, predict the reactants needed to synthesize it. (3) Given the product [Cl-:2].[C:46]([O:65][CH2:66][N+:67]1([CH3:88])[CH2:68][CH2:69][N:70]([C:73]2[C:74]3[CH:86]=[C:85]([CH3:87])[S:84][C:75]=3[NH:76][C:77]3[CH:83]=[CH:82][CH:81]=[CH:80][C:78]=3[N:79]=2)[CH2:71][CH2:72]1)(=[O:64])[CH2:47][CH2:48][CH2:49][CH2:50][CH2:51][CH2:52][CH2:53][CH2:54][CH2:55][CH2:56][CH2:57][CH2:58][CH2:59][CH2:60][CH2:61][CH2:62][CH3:63], predict the reactants needed to synthesize it. The reactants are: [I-].[Cl-:2].[I-].CC(C)(CCCCCCCCCCCC)C(OC[N+]1(C)CCN(C2C3C=C(C)SC=3NC3C=CC=CC=3N=2)CC1)=O.[I-].[C:46]([O:65][CH2:66][N+:67]1([CH3:88])[CH2:72][CH2:71][N:70]([C:73]2[C:74]3[CH:86]=[C:85]([CH3:87])[S:84][C:75]=3[NH:76][C:77]3[CH:83]=[CH:82][CH:81]=[CH:80][C:78]=3[N:79]=2)[CH2:69][CH2:68]1)(=[O:64])[CH2:47][CH2:48][CH2:49][CH2:50][CH2:51][CH2:52][CH2:53][CH2:54][CH2:55][CH2:56][CH2:57][CH2:58][CH2:59][CH2:60][CH2:61][CH2:62][CH3:63]. (4) Given the product [ClH:41].[Br:1][C:2]1[CH:7]=[CH:6][C:5]([NH:8][C:9]2[C:10]([C:20]([NH:22][O:23][CH2:24][CH2:25][O:26][C:27](=[O:40])[CH:28]([NH2:32])[CH:29]([CH3:31])[CH3:30])=[O:21])=[CH:11][C:12]3[N:16]([CH3:17])[CH:15]=[N:14][C:13]=3[C:18]=2[F:19])=[C:4]([Cl:41])[CH:3]=1, predict the reactants needed to synthesize it. The reactants are: [Br:1][C:2]1[CH:7]=[CH:6][C:5]([NH:8][C:9]2[C:10]([C:20]([NH:22][O:23][CH2:24][CH2:25][O:26][C:27](=[O:40])[CH:28]([NH:32]C(OC(C)(C)C)=O)[CH:29]([CH3:31])[CH3:30])=[O:21])=[CH:11][C:12]3[N:16]([CH3:17])[CH:15]=[N:14][C:13]=3[C:18]=2[F:19])=[C:4]([Cl:41])[CH:3]=1.FC(F)(F)C(O)=O. (5) Given the product [C:37]([NH:1][C:2]1[N:3]=[C:4]([O:35][CH3:36])[C:5]2[C:10]([C:11]3[CH:12]=[CH:13][CH:14]=[CH:15][CH:16]=3)=[C:9]([C:17]3[CH:22]=[CH:21][C:20]([C:23]4([NH:27][C:28](=[O:34])[O:29][C:30]([CH3:32])([CH3:33])[CH3:31])[CH2:26][CH2:25][CH2:24]4)=[CH:19][CH:18]=3)[O:8][C:6]=2[N:7]=1)(=[O:39])[CH3:38], predict the reactants needed to synthesize it. The reactants are: [NH2:1][C:2]1[N:3]=[C:4]([O:35][CH3:36])[C:5]2[C:10]([C:11]3[CH:16]=[CH:15][CH:14]=[CH:13][CH:12]=3)=[C:9]([C:17]3[CH:22]=[CH:21][C:20]([C:23]4([NH:27][C:28](=[O:34])[O:29][C:30]([CH3:33])([CH3:32])[CH3:31])[CH2:26][CH2:25][CH2:24]4)=[CH:19][CH:18]=3)[O:8][C:6]=2[N:7]=1.[C:37](Cl)(=[O:39])[CH3:38]. (6) Given the product [C:1]([C:5]1[CH:9]=[C:8]([NH:10][C:11]([NH:13][C@@H:14]2[C:23]3[C:18](=[CH:19][CH:20]=[CH:21][CH:22]=3)[C@H:17]([O:24][C:25]3[CH:26]=[CH:27][C:28]4[N:29]([C:31]([N:34]5[C@H:35]([CH3:41])[CH2:36][CH2:37][CH2:38][C@@H:39]5[CH3:40])=[N:32][N:33]=4)[CH:30]=3)[CH2:16][CH2:15]2)=[O:12])[N:7]([CH2:42][CH2:43][N:58]2[CH2:63][CH2:62][O:61][CH2:60][CH2:59]2)[N:6]=1)([CH3:2])([CH3:3])[CH3:4], predict the reactants needed to synthesize it. The reactants are: [C:1]([C:5]1[CH:9]=[C:8]([NH:10][C:11]([NH:13][C@@H:14]2[C:23]3[C:18](=[CH:19][CH:20]=[CH:21][CH:22]=3)[C@H:17]([O:24][C:25]3[CH:26]=[CH:27][C:28]4[N:29]([C:31]([N:34]5[C@H:39]([CH3:40])[CH2:38][CH2:37][CH2:36][C@@H:35]5[CH3:41])=[N:32][N:33]=4)[CH:30]=3)[CH2:16][CH2:15]2)=[O:12])[N:7]([CH2:42][CH2:43]OS(C)(=O)=O)[N:6]=1)([CH3:4])([CH3:3])[CH3:2].CCN(C(C)C)C(C)C.[NH:58]1[CH2:63][CH2:62][O:61][CH2:60][CH2:59]1. (7) Given the product [CH2:10]([N:4]1[CH2:5][CH:24]([C:19]2[CH:20]=[CH:21][CH:22]=[CH:23][C:18]=2[CH3:17])[CH:25]([N+:26]([O-:28])=[O:27])[CH2:3]1)[C:11]1[CH:16]=[CH:15][CH:14]=[CH:13][CH:12]=1, predict the reactants needed to synthesize it. The reactants are: CO[CH2:3][N:4]([CH2:10][C:11]1[CH:16]=[CH:15][CH:14]=[CH:13][CH:12]=1)[CH2:5][Si](C)(C)C.[CH3:17][C:18]1[CH:23]=[CH:22][CH:21]=[CH:20][C:19]=1/[CH:24]=[CH:25]/[N+:26]([O-:28])=[O:27].FC(F)(F)C(O)=O.